This data is from Catalyst prediction with 721,799 reactions and 888 catalyst types from USPTO. The task is: Predict which catalyst facilitates the given reaction. (1) The catalyst class is: 2. Product: [F:36][C:30]1[C:31]([F:35])=[CH:32][CH:33]=[CH:34][C:29]=1[CH2:28][S:27][C:20]1[N:19]=[C:18]([NH:17][S:14]([N:11]2[CH2:10][CH2:9][NH:8][CH2:13][CH2:12]2)(=[O:16])=[O:15])[CH:23]=[C:22]([O:24][CH2:25][CH3:26])[N:21]=1. Reactant: CC(OC([N:8]1[CH2:13][CH2:12][N:11]([S:14]([NH:17][C:18]2[CH:23]=[C:22]([O:24][CH2:25][CH3:26])[N:21]=[C:20]([S:27][CH2:28][C:29]3[CH:34]=[CH:33][CH:32]=[C:31]([F:35])[C:30]=3[F:36])[N:19]=2)(=[O:16])=[O:15])[CH2:10][CH2:9]1)=O)(C)C.FC(F)(F)C(O)=O. (2) Reactant: [Br-].[C:2]([C:5]1[CH:30]=[CH:29][C:8]([CH2:9][P+](C2C=CC=CC=2)(C2C=CC=CC=2)C2C=CC=CC=2)=[CH:7][C:6]=1[F:31])([OH:4])=[O:3].[CH:32]([C:34]1[N:35]=[C:36]([NH:39][C:40](=[O:42])[CH3:41])[S:37][CH:38]=1)=O.CC(C)([O-])C.[K+].O. Product: [C:40]([NH:39][C:36]1[S:37][CH:38]=[C:34]([CH:32]=[CH:9][C:8]2[CH:29]=[CH:30][C:5]([C:2]([OH:4])=[O:3])=[C:6]([F:31])[CH:7]=2)[N:35]=1)(=[O:42])[CH3:41]. The catalyst class is: 9. (3) Reactant: C(=O)([O-])[O-].[K+].[K+].[Cl:7][C:8]1[C:9](F)=[CH:10][C:11]([F:21])=[C:12]([CH:20]=1)[C:13]([O:15][C:16]([CH3:19])([CH3:18])[CH3:17])=[O:14].[Cl:23][C:24]1[CH:25]=[C:26]([OH:38])[CH:27]=[N:28][C:29]=1[O:30][CH2:31][C:32]([F:37])([F:36])[CH:33]([F:35])[F:34].COC(C)(C)C. Product: [Cl:7][C:8]1[C:9]([O:38][C:26]2[CH:27]=[N:28][C:29]([O:30][CH2:31][C:32]([F:36])([F:37])[CH:33]([F:35])[F:34])=[C:24]([Cl:23])[CH:25]=2)=[CH:10][C:11]([F:21])=[C:12]([CH:20]=1)[C:13]([O:15][C:16]([CH3:19])([CH3:18])[CH3:17])=[O:14]. The catalyst class is: 16. (4) Reactant: Br[C:2]1[CH:10]=[CH:9][C:5]([C:6]([OH:8])=[O:7])=[CH:4][C:3]=1[CH3:11].[C:12]1([CH3:21])[CH:17]=[CH:16][CH:15]=[CH:14][C:13]=1B(O)O. Product: [CH3:11][C:3]1[CH:4]=[C:5]([CH:9]=[CH:10][C:2]=1[C:13]1[CH:14]=[CH:15][CH:16]=[CH:17][C:12]=1[CH3:21])[C:6]([OH:8])=[O:7]. The catalyst class is: 713. (5) Reactant: N#N.[CH3:3][O:4][C:5]1[CH:6]=[C:7]([C:13]2[CH:18]=[CH:17][CH:16]=[C:15]([C:19]([OH:21])=O)[CH:14]=2)[CH:8]=[C:9]([O:11][CH3:12])[CH:10]=1.CN(C=O)C.C(Cl)(=O)C([Cl:30])=O. Product: [CH3:3][O:4][C:5]1[CH:6]=[C:7]([C:13]2[CH:18]=[CH:17][CH:16]=[C:15]([C:19]([Cl:30])=[O:21])[CH:14]=2)[CH:8]=[C:9]([O:11][CH3:12])[CH:10]=1. The catalyst class is: 46. (6) Reactant: C[O:2][C:3](=[O:48])[C:4]1[CH:9]=[C:8]([O:10][C:11]2[CH:16]=[CH:15][C:14]([NH:17][S:18]([C:21]3[CH:26]=[CH:25][C:24]([CH3:27])=[CH:23][CH:22]=3)(=[O:20])=[O:19])=[C:13]([C:28](C)(C)[O:29][SiH2]C(C)(C)C)[CH:12]=2)[CH:7]=[CH:6][C:5]=1[NH:37][S:38]([C:41]1[CH:46]=[CH:45][C:44]([CH3:47])=[CH:43][CH:42]=1)(=[O:40])=[O:39].[OH-].[Li+].Cl. Product: [OH:29][CH:28]=[C:13]1[C:14]([NH:17][S:18]([C:21]2[CH:26]=[CH:25][C:24]([CH3:27])=[CH:23][CH:22]=2)(=[O:19])=[O:20])=[CH:15][CH:16]=[C:11]([O:10][C:8]2[CH:7]=[CH:6][C:5]([NH:37][S:38]([C:41]3[CH:42]=[CH:43][C:44]([CH3:47])=[CH:45][CH:46]=3)(=[O:39])=[O:40])=[C:4]([CH:9]=2)[C:3]([OH:48])=[O:2])[CH2:12]1. The catalyst class is: 20. (7) The catalyst class is: 6. Reactant: [Cl:1][C:2]1[CH:19]=[C:18]([F:20])[CH:17]=[CH:16][C:3]=1[CH2:4][O:5][C:6]1[CH:13]=[CH:12][C:9]([CH:10]=O)=[CH:8][C:7]=1[O:14][CH3:15].[S:21]1[CH2:25][C:24](=[O:26])[NH:23][C:22]1=[O:27].C([O-])(=O)C.[Na+]. Product: [Cl:1][C:2]1[CH:19]=[C:18]([F:20])[CH:17]=[CH:16][C:3]=1[CH2:4][O:5][C:6]1[CH:13]=[CH:12][C:9]([CH:10]=[C:25]2[S:21][C:22](=[O:27])[NH:23][C:24]2=[O:26])=[CH:8][C:7]=1[O:14][CH3:15]. (8) Reactant: [CH2:1]([N:8]1[C:18]2=[C:19]3C(=[CH:15][CH:16]=[CH:17]2)C=C[CH2:11][N:10]3[C:9]1=[O:20])[C:2]1[CH:7]=[CH:6][CH:5]=[CH:4][CH:3]=1.[H+].[B-](F)(F)(F)F.CC1(C)N([Br:35])C(=O)N(Br)C1=O.[C:38]([O:42]C)([CH3:41])([CH3:40])C. Product: [CH2:1]([N:8]1[C:18]2=[C:19]3[C:40](=[CH:15][CH:16]=[CH:17]2)[C@@H:38]([OH:42])[C@H:41]([Br:35])[CH2:11][N:10]3[C:9]1=[O:20])[C:2]1[CH:7]=[CH:6][CH:5]=[CH:4][CH:3]=1. The catalyst class is: 47.